Dataset: Full USPTO retrosynthesis dataset with 1.9M reactions from patents (1976-2016). Task: Predict the reactants needed to synthesize the given product. (1) The reactants are: Cl[C:2]1[CH:7]=[C:6]([C:8]([O:10][CH3:11])=[O:9])[CH:5]=[CH:4][N:3]=1.C([Sn](CCCC)(CCCC)[C:17]1[N:18]=[CH:19][N:20]([C:22]([C:35]2[CH:40]=[CH:39][CH:38]=[CH:37][CH:36]=2)([C:29]2[CH:34]=[CH:33][CH:32]=[CH:31][CH:30]=2)[C:23]2[CH:28]=[CH:27][CH:26]=[CH:25][CH:24]=2)[CH:21]=1)CCC. Given the product [C:35]1([C:22]([C:23]2[CH:24]=[CH:25][CH:26]=[CH:27][CH:28]=2)([C:29]2[CH:30]=[CH:31][CH:32]=[CH:33][CH:34]=2)[N:20]2[CH:21]=[C:17]([C:2]3[CH:7]=[C:6]([C:8]([O:10][CH3:11])=[O:9])[CH:5]=[CH:4][N:3]=3)[N:18]=[CH:19]2)[CH:40]=[CH:39][CH:38]=[CH:37][CH:36]=1, predict the reactants needed to synthesize it. (2) Given the product [N:39]1([C:44]2[CH:45]=[C:46]([NH:47][C:14]([C:1]3[C:13]4[NH:12][C:11]5[C:6](=[CH:7][CH:8]=[CH:9][CH:10]=5)[C:5]=4[CH:4]=[CH:3][CH:2]=3)=[O:16])[CH:48]=[CH:49][CH:50]=2)[CH:43]=[N:42][CH:41]=[N:40]1, predict the reactants needed to synthesize it. The reactants are: [C:1]1([C:14]([OH:16])=O)[C:13]2[NH:12][C:11]3[C:6](=[CH:7][CH:8]=[CH:9][CH:10]=3)[C:5]=2[CH:4]=[CH:3][CH:2]=1.ON1C2C=CC=CC=2N=N1.Cl.C(N=C=NCCCN(C)C)C.[N:39]1([C:44]2[CH:45]=[C:46]([CH:48]=[CH:49][CH:50]=2)[NH2:47])[CH:43]=[N:42][CH:41]=[N:40]1.